This data is from Forward reaction prediction with 1.9M reactions from USPTO patents (1976-2016). The task is: Predict the product of the given reaction. (1) Given the reactants [OH:1][CH2:2][CH:3]1[O:7][C:6](=[O:8])[N:5]([CH:9]([CH3:11])[CH3:10])[CH2:4]1.[CH:12]1(N)CCC[CH2:13]1.C(N)(C)C, predict the reaction product. The product is: [CH:9]1([N:5]2[CH2:4][CH:3]([CH2:2][OH:1])[O:7][C:6]2=[O:8])[CH2:11][CH2:13][CH2:12][CH2:10]1. (2) Given the reactants [Br:1][C:2]1[CH:3]=[C:4]2[C:11]([C:12]([O:14]C)=[O:13])=[C:10]([C:16]3[CH:21]=[CH:20][C:19]([F:22])=[CH:18][CH:17]=3)[O:9][C:5]2=[N:6][C:7]=1[Cl:8].BrC1C=C2C=C(C3C=CC(F)=CC=3)OC2=NC=1Cl.[OH-].[Na+], predict the reaction product. The product is: [Br:1][C:2]1[CH:3]=[C:4]2[C:11]([C:12]([OH:14])=[O:13])=[C:10]([C:16]3[CH:21]=[CH:20][C:19]([F:22])=[CH:18][CH:17]=3)[O:9][C:5]2=[N:6][C:7]=1[Cl:8]. (3) Given the reactants [Br:1][C:2]1[CH:3]=[CH:4][C:5]([I:10])=[C:6]([CH:9]=1)[C:7]#N.[H-].C([Al+]CC(C)C)C(C)C.[O:21]1CCCC1, predict the reaction product. The product is: [Br:1][C:2]1[CH:3]=[CH:4][C:5]([I:10])=[C:6]([CH:9]=1)[CH:7]=[O:21]. (4) The product is: [CH2:1]([N:8]1[CH2:13][CH2:12][N:11]([CH2:14][C:15]2[CH:20]=[CH:19][CH:18]=[CH:17][CH:16]=2)[CH2:10][C@@H:9]1[CH2:21][CH2:22][C:33]1[CH:38]=[CH:37][C:36]([O:39][CH3:40])=[CH:35][CH:34]=1)[C:2]1[CH:3]=[CH:4][CH:5]=[CH:6][CH:7]=1. Given the reactants [CH2:1]([N:8]1[CH2:13][CH2:12][N:11]([CH2:14][C:15]2[CH:20]=[CH:19][CH:18]=[CH:17][CH:16]=2)[CH2:10][C@@H:9]1[CH:21]=[CH2:22])[C:2]1[CH:7]=[CH:6][CH:5]=[CH:4][CH:3]=1.C12BC(CCC1)CCC2.I[C:33]1[CH:38]=[CH:37][C:36]([O:39][CH3:40])=[CH:35][CH:34]=1.C1(P(C2C=CC=CC=2)C2C=CC=CC=2)C=CC=CC=1.[OH-].[Na+].C(CN)O, predict the reaction product.